From a dataset of Catalyst prediction with 721,799 reactions and 888 catalyst types from USPTO. Predict which catalyst facilitates the given reaction. Reactant: [NH2:1][C:2]1[N:3]=[C:4](Cl)[C:5]([C:8]2[CH:15]=[CH:14][C:11]([C:12]#[N:13])=[CH:10][CH:9]=2)=[N:6][CH:7]=1.[CH3:17][C:18]1[CH:23]=[CH:22][C:21](B(O)O)=[CH:20][CH:19]=1.C(=O)([O-])[O-].[Na+].[Na+].ClCCl. Product: [NH2:1][C:2]1[N:3]=[C:4]([C:21]2[CH:22]=[CH:23][C:18]([CH3:17])=[CH:19][CH:20]=2)[C:5]([C:8]2[CH:15]=[CH:14][C:11]([C:12]#[N:13])=[CH:10][CH:9]=2)=[N:6][CH:7]=1. The catalyst class is: 117.